This data is from Full USPTO retrosynthesis dataset with 1.9M reactions from patents (1976-2016). The task is: Predict the reactants needed to synthesize the given product. (1) Given the product [F:1][C:2]1[CH:7]=[CH:6][C:5]([O:8][C:22]2[S:21][C:20]([C:18]([O:17][CH2:15][CH3:16])=[O:19])=[C:24]3[C:23]=2[C:31]2[N:30]([CH3:32])[N:29]=[CH:28][C:27]=2[CH2:26][CH2:25]3)=[CH:4][CH:3]=1, predict the reactants needed to synthesize it. The reactants are: [F:1][C:2]1[CH:7]=[CH:6][C:5]([OH:8])=[CH:4][CH:3]=1.C(O[K])(C)(C)C.[CH2:15]([O:17][C:18]([C:20]1[S:21][C:22](S(C)(=O)=O)=[C:23]2[C:31]3[N:30]([CH3:32])[N:29]=[CH:28][C:27]=3[CH2:26][CH2:25][C:24]=12)=[O:19])[CH3:16]. (2) Given the product [CH3:40][O:39][C:33]1[CH:32]=[C:31]2[C:36](=[CH:35][C:34]=1[O:37][CH3:38])[C:27]1=[C:26]([C:43]([O:45][CH2:46][CH3:47])=[O:44])[C:25]([C:21]3[CH:22]=[CH:23][CH:24]=[C:19]([N:18]4[CH2:3][CH2:2][CH2:1][CH2:11]4)[CH:20]=3)=[C:41]([CH3:42])[N:28]1[CH2:29][CH2:30]2, predict the reactants needed to synthesize it. The reactants are: [CH2:1]1[CH2:11]CN2C(=NCCC2)[CH2:3][CH2:2]1.BrCCCCBr.[NH2:18][C:19]1[CH:20]=[C:21]([C:25]2[C:26]([C:43]([O:45][CH2:46][CH3:47])=[O:44])=[C:27]3[C:36]4[C:31](=[CH:32][C:33]([O:39][CH3:40])=[C:34]([O:37][CH3:38])[CH:35]=4)[CH2:30][CH2:29][N:28]3[C:41]=2[CH3:42])[CH:22]=[CH:23][CH:24]=1. (3) Given the product [Si:23]([O:15][CH2:14][CH:10]1[O:11][CH2:12][CH2:13][NH:8][CH2:9]1)([C:26]([CH3:29])([CH3:28])[CH3:27])([CH3:25])[CH3:24], predict the reactants needed to synthesize it. The reactants are: FC(F)(F)C(O)=O.[NH:8]1[CH2:13][CH2:12][O:11][CH:10]([CH2:14][OH:15])[CH2:9]1.C(N(CC)CC)C.[Si:23](Cl)([C:26]([CH3:29])([CH3:28])[CH3:27])([CH3:25])[CH3:24]. (4) Given the product [F:12][C:6]1[CH:5]=[C:4]([CH:2]([NH:16][CH2:15][CH2:13][OH:14])[CH3:1])[CH:9]=[C:8]([F:10])[C:7]=1[F:11], predict the reactants needed to synthesize it. The reactants are: [CH3:1][C:2]([C:4]1[CH:9]=[C:8]([F:10])[C:7]([F:11])=[C:6]([F:12])[CH:5]=1)=O.[CH2:13]([CH2:15][NH2:16])[OH:14]. (5) Given the product [O:28]1[CH2:32][CH2:31][CH2:30][CH:29]1[CH2:33][NH:34][C:9]([C:10]1[CH:11]=[CH:12][C:13]([O:16][C:17](=[O:26])[N:18]([CH3:25])[C:19]2[CH:20]=[CH:21][CH:22]=[CH:23][CH:24]=2)=[CH:14][CH:15]=1)=[O:27], predict the reactants needed to synthesize it. The reactants are: O=C1CCC(=O)N1O[C:9](=[O:27])[C:10]1[CH:15]=[CH:14][C:13]([O:16][C:17](=[O:26])[N:18]([CH3:25])[C:19]2[CH:24]=[CH:23][CH:22]=[CH:21][CH:20]=2)=[CH:12][CH:11]=1.[O:28]1[CH2:32][CH2:31][CH2:30][CH:29]1[CH2:33][NH2:34]. (6) Given the product [CH3:16][N:4]1[CH:5]=[C:6]([CH:8]2[CH2:9][CH2:10][C:11](=[O:14])[CH2:12][CH2:13]2)[CH:7]=[C:2]([CH3:1])[C:3]1=[O:15], predict the reactants needed to synthesize it. The reactants are: [CH3:1][C:2]1[C:3](=[O:15])[NH:4][CH:5]=[C:6]([CH:8]2[CH2:13][CH2:12][C:11](=[O:14])[CH2:10][CH2:9]2)[CH:7]=1.[CH3:16]I. (7) Given the product [CH2:1]([O:8][CH2:9][N:10]1[C:15]2[CH:16]=[C:17]([N:27]3[C:23](=[O:22])[CH2:24][C@@H:25]([NH:28][C:29](=[O:35])[O:30][C:31]([CH3:33])([CH3:32])[CH3:34])[CH2:26]3)[CH:18]=[CH:19][C:14]=2[O:13][CH2:12][C:11]1=[O:21])[C:2]1[CH:7]=[CH:6][CH:5]=[CH:4][CH:3]=1, predict the reactants needed to synthesize it. The reactants are: [CH2:1]([O:8][CH2:9][N:10]1[C:15]2[CH:16]=[C:17](Br)[CH:18]=[CH:19][C:14]=2[O:13][CH2:12][C:11]1=[O:21])[C:2]1[CH:7]=[CH:6][CH:5]=[CH:4][CH:3]=1.[O:22]=[C:23]1[NH:27][CH2:26][C@H:25]([NH:28][C:29](=[O:35])[O:30][C:31]([CH3:34])([CH3:33])[CH3:32])[CH2:24]1.C(=O)([O-])[O-].[Cs+].[Cs+].CNCCNC.